Dataset: Forward reaction prediction with 1.9M reactions from USPTO patents (1976-2016). Task: Predict the product of the given reaction. (1) The product is: [CH2:19]([C:10]1([CH3:21])[O:11][CH2:12][CH:13]([CH2:14][O:15][CH:16]([F:17])[F:18])[N:8]([CH2:1][C:2]2[CH:7]=[CH:6][CH:5]=[CH:4][CH:3]=2)[C:9]1=[O:20])[CH:31]=[CH2:32]. Given the reactants [CH2:1]([N:8]1[CH:13]([CH2:14][O:15][CH:16]([F:18])[F:17])[CH2:12][O:11][CH:10]([CH3:19])[C:9]1=[O:20])[C:2]1[CH:7]=[CH:6][CH:5]=[CH:4][CH:3]=1.[CH3:21][Si](C)(C)[N-][Si](C)(C)C.[Li+].[CH2:31](I)[CH:32]=C, predict the reaction product. (2) Given the reactants [N+:1]([C:4]1[CH:5]=[C:6]([C:14]2[CH2:19][CH2:18][N:17]([C:20]([O:22][C:23]([CH3:26])([CH3:25])[CH3:24])=[O:21])[CH2:16][CH:15]=2)[CH:7]=[C:8]([C:10]([F:13])([F:12])[F:11])[CH:9]=1)([O-])=O, predict the reaction product. The product is: [NH2:1][C:4]1[CH:5]=[C:6]([CH:14]2[CH2:15][CH2:16][N:17]([C:20]([O:22][C:23]([CH3:26])([CH3:25])[CH3:24])=[O:21])[CH2:18][CH2:19]2)[CH:7]=[C:8]([C:10]([F:12])([F:13])[F:11])[CH:9]=1. (3) Given the reactants [Cl:1][C:2]1[N:7]=[N:6][C:5]([NH2:8])=[CH:4][CH:3]=1.Cl[CH2:10][CH:11]=O.CCOC(C)=O, predict the reaction product. The product is: [Cl:1][C:2]1[CH:3]=[CH:4][C:5]2[N:6]([CH:10]=[CH:11][N:8]=2)[N:7]=1. (4) Given the reactants [NH:1]1[CH2:6][CH2:5][S:4][CH2:3][CH2:2]1.[CH:7]1([NH:10][C:11]([C:13]2[CH:14]=[CH:15][C:16]([CH3:32])=[C:17]([NH:19][C:20](=[O:31])[C:21]3[CH:26]=[C:25](F)[CH:24]=[CH:23][C:22]=3[N+:28]([O-:30])=[O:29])[CH:18]=2)=[O:12])[CH2:9][CH2:8]1, predict the reaction product. The product is: [CH:7]1([NH:10][C:11]([C:13]2[CH:14]=[CH:15][C:16]([CH3:32])=[C:17]([NH:19][C:20](=[O:31])[C:21]3[CH:26]=[C:25]([N:1]4[CH2:6][CH2:5][S:4][CH2:3][CH2:2]4)[CH:24]=[CH:23][C:22]=3[N+:28]([O-:30])=[O:29])[CH:18]=2)=[O:12])[CH2:9][CH2:8]1. (5) Given the reactants [ClH:1].C([N:9]1[C:13]2([CH2:17][CH2:16][N:15]([C:18]3[CH:19]=[N:20][CH:21]=[CH:22][CH:23]=3)[CH2:14]2)[CH2:12][CH2:11][CH2:10]1)C1C=CC=CC=1, predict the reaction product. The product is: [ClH:1].[ClH:1].[N:20]1[CH:21]=[CH:22][CH:23]=[C:18]([N:15]2[CH2:16][CH2:17][C:13]3([NH:9][CH2:10][CH2:11][CH2:12]3)[CH2:14]2)[CH:19]=1. (6) Given the reactants COC([C:5]1([CH2:21][C:22]2[CH:27]=[CH:26][C:25]([Cl:28])=[CH:24][CH:23]=2)[CH2:9][CH2:8][C:7]([CH2:15][O:16][CH2:17][O:18][CH3:19])([CH2:10][O:11][CH2:12][O:13][CH3:14])[C:6]1=[O:20])=O.[OH-].[Na+].O, predict the reaction product. The product is: [Cl:28][C:25]1[CH:24]=[CH:23][C:22]([CH2:21][CH:5]2[C:6](=[O:20])[C:7]([CH2:10][O:11][CH2:12][O:13][CH3:14])([CH2:15][O:16][CH2:17][O:18][CH3:19])[CH2:8][CH2:9]2)=[CH:27][CH:26]=1.